The task is: Predict the reactants needed to synthesize the given product.. This data is from Full USPTO retrosynthesis dataset with 1.9M reactions from patents (1976-2016). (1) Given the product [CH3:1][O:2][C:3]1[C:8]2[C:9]([CH:12]=[O:14])=[CH:10][O:11][C:7]=2[CH:6]=[CH:5][CH:4]=1, predict the reactants needed to synthesize it. The reactants are: [CH3:1][O:2][C:3]1[C:8]2[C:9]([CH3:12])=[CH:10][O:11][C:7]=2[CH:6]=[CH:5][CH:4]=1.[Se](=O)=[O:14]. (2) Given the product [Cl:1][C:2]1[C:3]([F:11])=[C:4](/[CH:5]=[CH:18]/[C:19]([O:21][C:22]([CH3:25])([CH3:24])[CH3:23])=[O:20])[C:7]([F:10])=[CH:8][CH:9]=1, predict the reactants needed to synthesize it. The reactants are: [Cl:1][C:2]1[C:3]([F:11])=[C:4]([C:7]([F:10])=[CH:8][CH:9]=1)[CH:5]=O.COP([CH2:18][C:19]([O:21][C:22]([CH3:25])([CH3:24])[CH3:23])=[O:20])(OC)=O.CC([O-])(C)C.[K+].